From a dataset of Catalyst prediction with 721,799 reactions and 888 catalyst types from USPTO. Predict which catalyst facilitates the given reaction. Reactant: [Si:1]([O:8][C@@H:9]([CH2:15][Cl:16])[CH2:10][C:11](OC)=[O:12])([C:4]([CH3:7])([CH3:6])[CH3:5])([CH3:3])[CH3:2].CC(C[AlH]CC(C)C)C.CO. Product: [Si:1]([O:8][C@@H:9]([CH2:15][Cl:16])[CH2:10][CH:11]=[O:12])([C:4]([CH3:7])([CH3:6])[CH3:5])([CH3:3])[CH3:2]. The catalyst class is: 2.